Dataset: Reaction yield outcomes from USPTO patents with 853,638 reactions. Task: Predict the reaction yield, written as a fraction of the theoretical maximum amount of product (1.0 means a 100% yield; for example, 0.34 means a 34% yield). (1) The reactants are O.NN.[Br:4][C:5]1[CH:10]=[CH:9][C:8]([S:11](Cl)(=[O:13])=[O:12])=[C:7]([Cl:15])[CH:6]=1.[C:16]([O-])(=O)C.[Na+].CI. The catalyst is C1COCC1.CCO. The product is [Br:4][C:5]1[CH:10]=[CH:9][C:8]([S:11]([CH3:16])(=[O:13])=[O:12])=[C:7]([Cl:15])[CH:6]=1. The yield is 0.320. (2) The reactants are [CH2:1]([C:5](O)([CH2:13][CH2:14][CH2:15][CH3:16])[C:6]1[CH:11]=[CH:10][C:9]([F:12])=[CH:8][CH:7]=1)[CH2:2][CH2:3][CH3:4].[Br-].[Br:19][P+](C1C=CC=CC=1)(C1C=CC=CC=1)C1C=CC=CC=1.S([O-])([O-])=O.[Na+].[Na+].C(OCC)(=O)C. The catalyst is CN(C=O)C. The product is [CH2:1]([C:5]([Br:19])([CH2:13][CH2:14][CH2:15][CH3:16])[C:6]1[CH:11]=[CH:10][C:9]([F:12])=[CH:8][CH:7]=1)[CH2:2][CH2:3][CH3:4]. The yield is 0.980. (3) The reactants are [NH2:1]C1C(F)=CC(OC2C=CN=C(NC(=O)C)N=2)=C(F)C=1.[F:21][C:22]1[CH:27]=[CH:26][C:25]([NH:28][C:29]([C:31]2([C:34]([OH:36])=O)[CH2:33][CH2:32]2)=[O:30])=[CH:24][CH:23]=1.CN(C(ON1N=NC2C=CC=NC1=2)=[N+](C)C)C.F[P-](F)(F)(F)(F)F.CCN(C(C)C)C(C)C. The catalyst is CN(C=O)C.O. The product is [F:21][C:22]1[CH:27]=[CH:26][C:25]([NH:28][C:29]([C:31]2([C:34]([NH2:1])=[O:36])[CH2:33][CH2:32]2)=[O:30])=[CH:24][CH:23]=1. The yield is 0.0800.